This data is from Forward reaction prediction with 1.9M reactions from USPTO patents (1976-2016). The task is: Predict the product of the given reaction. Given the reactants [CH3:1][O:2][C:3](=[O:13])[C:4]1[CH:12]=[CH:11][CH:10]=[C:6]([C:7](O)=O)[CH:5]=1.C1N=CN(C(N2C=NC=C2)=O)C=1.[N:26]1[CH:31]=[CH:30][CH:29]=[C:28]([NH2:32])[C:27]=1[NH2:33].O, predict the reaction product. The product is: [N:32]1[C:28]2[C:27](=[N:26][CH:31]=[CH:30][CH:29]=2)[NH:33][C:7]=1[C:6]1[CH:5]=[C:4]([CH:12]=[CH:11][CH:10]=1)[C:3]([O:2][CH3:1])=[O:13].